The task is: Predict the reactants needed to synthesize the given product.. This data is from Full USPTO retrosynthesis dataset with 1.9M reactions from patents (1976-2016). (1) Given the product [CH3:1][O:2][C:3]([C:4]1[N:16]=[CH:17][S:27][C:5]=1[C:6]1[CH:11]=[CH:10][C:9]([CH3:28])=[C:8]([CH3:12])[CH:7]=1)=[O:15], predict the reactants needed to synthesize it. The reactants are: [CH3:1][O:2][C:3](=[O:15])[C:4](=O)[CH:5](Cl)[C:6]1[CH:7]=[C:8]([CH3:12])[CH:9]=[CH:10][CH:11]=1.[NH2:16][C:17](=[S:27])CNC(=O)OC(C)(C)C.[C:28](#N)C. (2) Given the product [C:1]([N:4]1[C:13]2[C:8](=[CH:9][C:10]([C:14]3[CH:19]=[CH:18][C:17]([CH2:20][N:21]4[CH2:26][CH2:25][CH2:24][CH2:23][CH2:22]4)=[CH:16][CH:15]=3)=[CH:11][CH:12]=2)[C@H:7]([NH2:27])[CH2:6][C@@H:5]1[CH3:30])(=[O:3])[CH3:2], predict the reactants needed to synthesize it. The reactants are: [C:1]([N:4]1[C:13]2[C:8](=[CH:9][C:10]([C:14]3[CH:19]=[CH:18][C:17]([CH2:20][N:21]4[CH2:26][CH2:25][CH2:24][CH2:23][CH2:22]4)=[CH:16][CH:15]=3)=[CH:11][CH:12]=2)[CH:7]([NH:27]C=O)[CH2:6][CH:5]1[CH3:30])(=[O:3])[CH3:2].Cl. (3) Given the product [Cl:1][C:2]1[CH:3]=[C:4](/[CH:5]=[CH:6]/[C:7]([N:20]2[CH2:19][CH2:18][NH:17][C:16](=[O:21])[CH:15]2[CH3:14])=[O:9])[CH:10]=[CH:11][C:12]=1[Cl:13], predict the reactants needed to synthesize it. The reactants are: [Cl:1][C:2]1[CH:3]=[C:4]([CH:10]=[CH:11][C:12]=1[Cl:13])[CH:5]=[CH:6][C:7]([OH:9])=O.[CH3:14][CH:15]1[NH:20][CH2:19][CH2:18][NH:17][C:16]1=[O:21].CN1CCOCC1.F[P-](F)(F)(F)(F)F.N1(OC(N(C)C)=[N+](C)C)C2N=CC=CC=2N=N1. (4) Given the product [NH2:8][C:7]1[C:2]([Cl:1])=[CH:3][CH:4]=[CH:5][C:6]=1[C:11]([NH:18][C:17]1[CH:19]=[CH:20][CH:21]=[C:15]([Br:14])[C:16]=1[CH3:22])=[O:10], predict the reactants needed to synthesize it. The reactants are: [Cl:1][C:2]1[C:7]2[NH:8]C(=O)[O:10][C:11](=O)[C:6]=2[CH:5]=[CH:4][CH:3]=1.[Br:14][C:15]1[C:16]([CH3:22])=[C:17]([CH:19]=[CH:20][CH:21]=1)[NH2:18]. (5) Given the product [Cl:23][CH2:9][CH2:8][C:4]1[S:5][CH:6]=[CH:7][C:3]=1[CH2:26][Cl:27], predict the reactants needed to synthesize it. The reactants are: OC[C:3]1[CH:7]=[CH:6][S:5][C:4]=1[CH2:8][CH2:9]O.C(N(C(C)C)CC)(C)C.S(Cl)([Cl:23])(=O)=O.Cl[CH2:26][Cl:27]. (6) Given the product [C:14]([O:18][C:19]([N:21]1[CH2:26][CH2:25][CH:24]([CH2:27][CH2:28][N:1]2[CH2:6][CH2:5][C:4](=[O:7])[CH2:3][CH2:2]2)[CH2:23][CH2:22]1)=[O:20])([CH3:17])([CH3:16])[CH3:15], predict the reactants needed to synthesize it. The reactants are: [NH:1]1[CH2:6][CH2:5][C:4](=[O:7])[CH2:3][CH2:2]1.C([O-])([O-])=O.[K+].[K+].[C:14]([O:18][C:19]([N:21]1[CH2:26][CH2:25][CH:24]([CH2:27][CH2:28]OS(C)(=O)=O)[CH2:23][CH2:22]1)=[O:20])([CH3:17])([CH3:16])[CH3:15].O.